Dataset: Reaction yield outcomes from USPTO patents with 853,638 reactions. Task: Predict the reaction yield, written as a fraction of the theoretical maximum amount of product (1.0 means a 100% yield; for example, 0.34 means a 34% yield). (1) The reactants are [CH3:1][O:2][C:3]1[CH:4]=[C:5]2[C:10](=[CH:11][C:12]=1[O:13][CH3:14])[N:9]=[CH:8][N:7]=[C:6]2[O:15][C:16]1[CH:22]=[CH:21][C:19]([NH2:20])=[CH:18][CH:17]=1.[C:23]1([CH3:29])[CH:28]=C[CH:26]=[CH:25][CH:24]=1.C(N(CC)CC)C.ClC(Cl)(O[C:41](=[O:47])OC(Cl)(Cl)Cl)Cl.CC1C=C(Cl)C=CC=1[SH:57].[CH2:58]([Cl:60])Cl. No catalyst specified. The product is [CH3:1][O:2][C:3]1[CH:4]=[C:5]2[C:10](=[CH:11][C:12]=1[O:13][CH3:14])[N:9]=[CH:8][N:7]=[C:6]2[O:15][C:16]1[CH:22]=[CH:21][C:19]([NH:20][C:41](=[S:57])[O:47][C:24]2[CH:25]=[CH:26][C:58]([Cl:60])=[CH:28][C:23]=2[CH3:29])=[CH:18][CH:17]=1. The yield is 0.490. (2) The reactants are [F:1][C:2]1[CH:3]=[C:4]([CH:14]([CH3:18])[C:15]([OH:17])=O)[CH:5]=[CH:6][C:7]=1[CH2:8][NH:9][S:10]([CH3:13])(=[O:12])=[O:11].[O:19]1[CH2:24][CH2:23][CH:22]([O:25][C:26]2[C:31]([CH2:32][NH2:33])=[CH:30][CH:29]=[C:28]([C:34]([F:37])([F:36])[F:35])[N:27]=2)[CH2:21][CH2:20]1.F[B-](F)(F)F.N1(OC(N(C)C)=[N+](C)C)C2C=CC=CC=2N=N1.C(N(C(C)C)C(C)C)C. The catalyst is O1CCCC1.CN(C)C=O. The product is [F:1][C:2]1[CH:3]=[C:4]([CH:14]([CH3:18])[C:15]([NH:33][CH2:32][C:31]2[C:26]([O:25][CH:22]3[CH2:21][CH2:20][O:19][CH2:24][CH2:23]3)=[N:27][C:28]([C:34]([F:35])([F:36])[F:37])=[CH:29][CH:30]=2)=[O:17])[CH:5]=[CH:6][C:7]=1[CH2:8][NH:9][S:10]([CH3:13])(=[O:11])=[O:12]. The yield is 0.430. (3) The reactants are [OH:1][CH2:2][C:3]1[CH:11]=[CH:10][C:6]([C:7]([OH:9])=[O:8])=[CH:5][C:4]=1[N+:12]([O-:14])=[O:13].N1C=CN=C1.[C:20]([Si:24](Cl)([CH3:26])[CH3:25])([CH3:23])([CH3:22])[CH3:21].[Cl-].[NH4+].Cl. The catalyst is CN(C)C=O. The product is [Si:24]([O:1][CH2:2][C:3]1[CH:11]=[CH:10][C:6]([C:7]([OH:9])=[O:8])=[CH:5][C:4]=1[N+:12]([O-:14])=[O:13])([C:20]([CH3:23])([CH3:22])[CH3:21])([CH3:26])[CH3:25]. The yield is 0.730. (4) The reactants are N1C=CN=C1.[CH3:6][C:7]([Si:10](Cl)([CH3:12])[CH3:11])([CH3:9])[CH3:8].[Cl:14][C:15]1[C:16]([CH3:41])=[C:17]([NH:23][C@H:24]([CH2:39][OH:40])[C:25]([NH:27][NH:28][C:29](=[O:38])[C:30]2[CH:35]=[CH:34][C:33]([C:36]#[N:37])=[CH:32][CH:31]=2)=[O:26])[CH:18]=[CH:19][C:20]=1[C:21]#[N:22].O. The catalyst is CN(C=O)C. The product is [Si:10]([O:40][CH2:39][C@@H:24]([NH:23][C:17]1[CH:18]=[CH:19][C:20]([C:21]#[N:22])=[C:15]([Cl:14])[C:16]=1[CH3:41])[C:25]([NH:27][NH:28][C:29](=[O:38])[C:30]1[CH:35]=[CH:34][C:33]([C:36]#[N:37])=[CH:32][CH:31]=1)=[O:26])([C:7]([CH3:9])([CH3:8])[CH3:6])([CH3:12])[CH3:11]. The yield is 0.780. (5) The reactants are [NH2:1][C:2]1[N:7]=[CH:6][N:5]=[C:4]2[N:8]([C@@H:12]3[CH2:17][CH2:16][CH2:15][N:14]([C:18]([O:20][C:21]([CH3:24])([CH3:23])[CH3:22])=[O:19])[CH2:13]3)[N:9]=[C:10](I)[C:3]=12.[F:25][C:26]1[CH:41]=[CH:40][CH:39]=[CH:38][C:27]=1[O:28][C:29]1[CH:34]=[CH:33][C:32](B(O)O)=[CH:31][CH:30]=1.C(=O)([O-])[O-].[Na+].[Na+]. The catalyst is O1CCOCC1.O.C1C=CC([P]([Pd]([P](C2C=CC=CC=2)(C2C=CC=CC=2)C2C=CC=CC=2)([P](C2C=CC=CC=2)(C2C=CC=CC=2)C2C=CC=CC=2)[P](C2C=CC=CC=2)(C2C=CC=CC=2)C2C=CC=CC=2)(C2C=CC=CC=2)C2C=CC=CC=2)=CC=1. The product is [NH2:1][C:2]1[N:7]=[CH:6][N:5]=[C:4]2[N:8]([C@@H:12]3[CH2:17][CH2:16][CH2:15][N:14]([C:18]([O:20][C:21]([CH3:24])([CH3:23])[CH3:22])=[O:19])[CH2:13]3)[N:9]=[C:10]([C:32]3[CH:31]=[CH:30][C:29]([O:28][C:27]4[CH:38]=[CH:39][CH:40]=[CH:41][C:26]=4[F:25])=[CH:34][CH:33]=3)[C:3]=12. The yield is 0.590. (6) The reactants are [NH2:1][C:2]1[C:3]2[N:4]([C:8]([C@@H:30]3[CH2:35][CH2:34][CH2:33][CH2:32][NH:31]3)=[N:9][C:10]=2[C:11]2[CH:28]=[CH:27][C:14]([C:15]([NH:17][C:18]3[CH:23]=[C:22]([CH2:24][CH2:25][CH3:26])[CH:21]=[CH:20][N:19]=3)=[O:16])=[C:13]([F:29])[CH:12]=2)[CH:5]=[CH:6][N:7]=1.[C:36](O)(=[O:39])[CH:37]=[CH2:38]. No catalyst specified. The product is [C:36]([N:31]1[CH2:32][CH2:33][CH2:34][CH2:35][C@H:30]1[C:8]1[N:4]2[CH:5]=[CH:6][N:7]=[C:2]([NH2:1])[C:3]2=[C:10]([C:11]2[CH:28]=[CH:27][C:14]([C:15]([NH:17][C:18]3[CH:23]=[C:22]([CH2:24][CH2:25][CH3:26])[CH:21]=[CH:20][N:19]=3)=[O:16])=[C:13]([F:29])[CH:12]=2)[N:9]=1)(=[O:39])[CH:37]=[CH2:38]. The yield is 0.289. (7) The reactants are [CH3:1][Al](C)C.[N].[Br:6][C:7]1[CH:8]=[C:9]([N:13]2[C:21]3[CH2:20][CH2:19][CH2:18][C:17](=[O:22])[C:16]=3[C:15]([C:23]([O:25][CH2:26][CH3:27])=[O:24])=[N:14]2)[CH:10]=[CH:11][CH:12]=1. The catalyst is ClCCl. The product is [Br:6][C:7]1[CH:8]=[C:9]([N:13]2[C:21]3[CH2:20][CH2:19][CH2:18][C:17]([OH:22])([CH3:1])[C:16]=3[C:15]([C:23]([O:25][CH2:26][CH3:27])=[O:24])=[N:14]2)[CH:10]=[CH:11][CH:12]=1. The yield is 0.710. (8) The reactants are CO.C([O:6][C@@H:7]([CH3:23])[C:8]([N:10]1[CH2:15][CH2:14][N:13]([CH2:16][C:17]2[CH:22]=[CH:21][CH:20]=[CH:19][CH:18]=2)[CH2:12][CH2:11]1)=[O:9])(=O)C.O.[OH-].[Li+].C(O)(=O)C. The catalyst is O. The product is [CH2:16]([N:13]1[CH2:12][CH2:11][N:10]([C:8](=[O:9])[C@@H:7]([OH:6])[CH3:23])[CH2:15][CH2:14]1)[C:17]1[CH:18]=[CH:19][CH:20]=[CH:21][CH:22]=1. The yield is 0.710. (9) The reactants are CC1C=CC(S([CH2:11][N+:12]#[C-])(=O)=O)=CC=1.CC([O-])(C)C.[K+].[CH3:20][Si:21]([CH3:34])([CH3:33])[CH2:22][CH2:23][O:24][CH2:25][N:26]1[CH:30]=[CH:29][N:28]=[C:27]1[CH:31]=O.CO. The catalyst is COCCOC. The product is [CH3:20][Si:21]([CH3:34])([CH3:33])[CH2:22][CH2:23][O:24][CH2:25][N:26]1[CH:30]=[CH:29][N:28]=[C:27]1[CH2:31][C:11]#[N:12]. The yield is 0.670. (10) The reactants are Br[C:2]([C:5]1[CH:10]=[C:9]([N+:11]([O-:13])=[O:12])[CH:8]=[C:7]([Cl:14])[CH:6]=1)([CH3:4])[CH3:3].[Br:15][C:16]1[CH:21]=[CH:20][CH:19]=[CH:18][CH:17]=1.[Al+3].[Cl-].[Cl-].[Cl-].O. The catalyst is ClCCCl. The product is [Br:15][C:16]1[CH:21]=[CH:20][C:19]([C:2]([C:5]2[CH:10]=[C:9]([N+:11]([O-:13])=[O:12])[CH:8]=[C:7]([Cl:14])[CH:6]=2)([CH3:4])[CH3:3])=[CH:18][CH:17]=1. The yield is 1.00.